From a dataset of Catalyst prediction with 721,799 reactions and 888 catalyst types from USPTO. Predict which catalyst facilitates the given reaction. (1) Reactant: C[O:2][C:3]([C:5]1[CH:10]=[C:9]([Br:11])[C:8](=[O:12])[N:7]([CH3:13])[C:6]=1[NH:14][C:15]1[CH:20]=[CH:19][C:18]([Br:21])=[CH:17][C:16]=1[F:22])=[O:4].[OH-].[Na+].Cl. Product: [Br:11][C:9]1[C:8](=[O:12])[N:7]([CH3:13])[C:6]([NH:14][C:15]2[CH:20]=[CH:19][C:18]([Br:21])=[CH:17][C:16]=2[F:22])=[C:5]([C:3]([OH:4])=[O:2])[CH:10]=1. The catalyst class is: 24. (2) Reactant: C1COCC1.[CH3:6][O:7][C:8]1[C:9]2([CH2:29][CH:30]=[C:31]([CH3:33])[CH3:32])[C:17]([O:20][CH3:21])([O:18][CH3:19])[C:13]3([C:14](=[O:16])[CH:15]=1)[CH:11]([C:12]3([CH3:28])[CH2:22][CH2:23][CH:24]=[C:25]([CH3:27])[CH3:26])[CH2:10]2.Cl[Si:35]([CH3:38])([CH3:37])[CH3:36].C([N-]C(C)C)(C)C.[Li+]. Product: [CH3:6][O:7][C:8]1[C:9]2([CH2:29][CH:30]=[C:31]([CH3:33])[CH3:32])[C:17]([O:18][CH3:19])([O:20][CH3:21])[C:13]3([C:14](=[O:16])[C:15]=1[Si:35]([CH3:38])([CH3:37])[CH3:36])[CH:11]([C:12]3([CH3:28])[CH2:22][CH2:23][CH:24]=[C:25]([CH3:27])[CH3:26])[CH2:10]2. The catalyst class is: 521. (3) Reactant: CC(C)(C)C([NH:5][C:6]1[CH:11]=[CH:10][N:9]=[CH:8][C:7]=1[CH2:12][C:13](=[O:19])C(OCC)=O)=O.[OH-:22].[K+].[C:24]([C:27]1[CH:32]=[CH:31][CH:30]=[CH:29][CH:28]=1)(=O)[CH3:25]. Product: [C:27]1([C:24]2[N:5]=[C:6]3[CH:11]=[CH:10][N:9]=[CH:8][C:7]3=[C:12]([C:13]([OH:19])=[O:22])[CH:25]=2)[CH:32]=[CH:31][CH:30]=[CH:29][CH:28]=1. The catalyst class is: 40. (4) Reactant: [NH2:1][C:2]1[C:10]2[C:9]([C:11]3[CH:16]=[CH:15][C:14]([CH3:17])=[C:13]([O:18]C)[CH:12]=3)=[N:8][C:7]([NH:20][CH:21]3[CH2:23][CH2:22]3)=[N:6][C:5]=2[S:4][C:3]=1[C:24]([NH2:26])=[O:25].B(Br)(Br)Br. Product: [NH2:1][C:2]1[C:10]2[C:9]([C:11]3[CH:16]=[CH:15][C:14]([CH3:17])=[C:13]([OH:18])[CH:12]=3)=[N:8][C:7]([NH:20][CH:21]3[CH2:22][CH2:23]3)=[N:6][C:5]=2[S:4][C:3]=1[C:24]([NH2:26])=[O:25]. The catalyst class is: 4. (5) Reactant: [Cl:1][C:2]1[S:6][C:5]([C:7]([OH:9])=O)=[CH:4][C:3]=1[C:10]1[N:14]([CH3:15])[N:13]=[CH:12][CH:11]=1.[NH2:16][C@@H:17]([CH2:30][C:31]1[CH:36]=[CH:35][CH:34]=[C:33]([F:37])[CH:32]=1)[CH2:18][N:19]1[C:27](=[O:28])[C:26]2[C:21](=[CH:22][CH:23]=[CH:24][CH:25]=2)[C:20]1=[O:29].C(N(CC)C(C)C)(C)C.C1CN([P+](Br)(N2CCCC2)N2CCCC2)CC1.F[P-](F)(F)(F)(F)F. Product: [Cl:1][C:2]1[S:6][C:5]([C:7]([NH:16][C@@H:17]([CH2:30][C:31]2[CH:36]=[CH:35][CH:34]=[C:33]([F:37])[CH:32]=2)[CH2:18][N:19]2[C:27](=[O:28])[C:26]3[C:21](=[CH:22][CH:23]=[CH:24][CH:25]=3)[C:20]2=[O:29])=[O:9])=[CH:4][C:3]=1[C:10]1[N:14]([CH3:15])[N:13]=[CH:12][CH:11]=1. The catalyst class is: 4. (6) Reactant: C([Cl:4])(=O)C.[NH2:5][C:6]1[NH:10][N:9]=[C:8]([NH:11][C:12]2[CH:17]=[C:16]([C:18]([F:21])([F:20])[F:19])[C:15]([C:22]3[CH:27]=[CH:26][C:25]([O:28][CH3:29])=[C:24]([S:30]([NH:33][CH:34]4[CH2:39][CH2:38][N:37](C(OC(C)(C)C)=O)[CH2:36][CH2:35]4)(=[O:32])=[O:31])[CH:23]=3)=[C:14]([Cl:47])[CH:13]=2)[N:7]=1. Product: [ClH:4].[NH2:5][C:6]1[NH:10][N:9]=[C:8]([NH:11][C:12]2[CH:17]=[C:16]([C:18]([F:20])([F:19])[F:21])[C:15]([C:22]3[CH:27]=[CH:26][C:25]([O:28][CH3:29])=[C:24]([S:30]([NH:33][CH:34]4[CH2:39][CH2:38][NH:37][CH2:36][CH2:35]4)(=[O:32])=[O:31])[CH:23]=3)=[C:14]([Cl:47])[CH:13]=2)[N:7]=1. The catalyst class is: 5. (7) Reactant: [NH:1]1[CH2:6][CH2:5][CH2:4][CH2:3][C:2]1=[O:7].CC(C)([O-])C.[K+].[CH3:14][O:15][CH2:16][CH2:17][CH2:18][C:19]1[C:27]2[C:22](=[CH:23][CH:24]=[C:25]([CH2:28][CH:29]([CH:43]([CH3:45])[CH3:44])[CH2:30][CH:31]([NH:35][C:36](=[O:42])[O:37][C:38](C)([CH3:40])C)C3CO3)[CH:26]=2)[N:21]([CH3:46])[CH:20]=1. Product: [CH3:14][O:15][CH2:16][CH2:17][CH2:18][C:19]1[C:27]2[C:22](=[CH:23][CH:24]=[C:25]([CH2:28][CH:29]([CH:43]([CH3:45])[CH3:44])[CH2:30][CH:31]3[CH:38]([CH2:40][N:1]4[CH2:6][CH2:5][CH2:4][CH2:3][C:2]4=[O:7])[O:37][C:36](=[O:42])[NH:35]3)[CH:26]=2)[N:21]([CH3:46])[CH:20]=1. The catalyst class is: 16. (8) Product: [CH3:33][N:2]([CH3:1])[CH2:3][CH2:4][CH2:5][C:6]1[NH:32][C:9]2=[N:10][CH:11]=[C:12]([NH:14][C:15](=[O:31])[C:16]3[C:21]([F:22])=[CH:20][CH:19]=[C:18]([NH:23][S:24]([CH2:27][CH2:28][CH3:29])(=[O:26])=[O:25])[C:17]=3[F:30])[CH:13]=[C:8]2[CH:7]=1. Reactant: [CH3:1][N:2]([CH3:33])[CH2:3][C:4]#[C:5][C:6]1[NH:32][C:9]2=[N:10][CH:11]=[C:12]([NH:14][C:15](=[O:31])[C:16]3[C:21]([F:22])=[CH:20][CH:19]=[C:18]([NH:23][S:24]([CH2:27][CH2:28][CH3:29])(=[O:26])=[O:25])[C:17]=3[F:30])[CH:13]=[C:8]2[CH:7]=1.[H][H]. The catalyst class is: 19. (9) Reactant: C(O[C:4]([C:6]1([CH2:22][CH2:23]OC)[CH2:11][CH2:10][N:9]([S:12]([C:15]2[CH:20]=[CH:19][CH:18]=[CH:17][C:16]=2[Cl:21])(=[O:14])=[O:13])[CH2:8][CH2:7]1)=[O:5])C.[Cl-].C[Al+]C.[Cl:30][C:31]1[CH:32]=[C:33]([CH:36]=[CH:37][CH:38]=1)[CH2:34][NH2:35]. Product: [Cl:21][C:16]1[CH:17]=[CH:18][CH:19]=[CH:20][C:15]=1[S:12]([N:9]1[CH2:10][CH2:11][C:6]2([C:4](=[O:5])[N:35]([CH2:34][C:33]3[CH:36]=[CH:37][CH:38]=[C:31]([Cl:30])[CH:32]=3)[CH2:23][CH2:22]2)[CH2:7][CH2:8]1)(=[O:13])=[O:14]. The catalyst class is: 11.